Dataset: Forward reaction prediction with 1.9M reactions from USPTO patents (1976-2016). Task: Predict the product of the given reaction. (1) Given the reactants [CH3:1][C:2]1[C:7]([C:8]2[C:16]3[O:15][CH2:14][C@@H:13]([NH:17][C:18]4[CH:30]=[CH:29][C:21]5[C@H:22]([CH2:25][C:26]([OH:28])=[O:27])[CH2:23][O:24][C:20]=5[CH:19]=4)[C:12]=3[CH:11]=[CH:10][CH:9]=2)=[C:6]([CH3:31])[N:5]=[C:4]([N:32]2[CH2:37][CH2:36][O:35][CH2:34][CH2:33]2)[N:3]=1.[OH-].[Na+:39].C(#N)C, predict the reaction product. The product is: [CH3:31][C:6]1[C:7]([C:8]2[C:16]3[O:15][CH2:14][C@@H:13]([NH:17][C:18]4[CH:30]=[CH:29][C:21]5[C@H:22]([CH2:25][C:26]([O-:28])=[O:27])[CH2:23][O:24][C:20]=5[CH:19]=4)[C:12]=3[CH:11]=[CH:10][CH:9]=2)=[C:2]([CH3:1])[N:3]=[C:4]([N:32]2[CH2:33][CH2:34][O:35][CH2:36][CH2:37]2)[N:5]=1.[Na+:39]. (2) Given the reactants [Br:1][C:2]1[CH:3]=[N:4][C:5]2[N:6]([N:8]=[C:9]([C:11]([OH:13])=O)[CH:10]=2)[CH:7]=1.[Br:14][C:15]1[CH:24]=[CH:23][CH:22]=[C:21]2[C:16]=1[CH2:17][CH2:18][NH:19][N:20]2[CH3:25], predict the reaction product. The product is: [Br:14][C:15]1[CH:24]=[CH:23][CH:22]=[C:21]2[C:16]=1[CH2:17][CH2:18][N:19]([C:11]([C:9]1[CH:10]=[C:5]3[N:4]=[CH:3][C:2]([Br:1])=[CH:7][N:6]3[N:8]=1)=[O:13])[N:20]2[CH3:25]. (3) Given the reactants [Cl:1][C:2]1[C:7]([N:8]2[CH2:13][CH2:12][O:11][CH:10]([C:14]([N:16]3[CH2:21][CH2:20][O:19][CH2:18][CH2:17]3)=[O:15])[CH2:9]2)=[CH:6][C:5]([C:22]#[N:23])=[CH:4][C:3]=1[NH:24][C:25]1[N:30]=[C:29]([N:31]([CH:41]2[CH2:43][CH2:42]2)CC2C=CC(OC)=CC=2)[C:28]2=[N:44][CH:45]=[C:46]([C:47]#[N:48])[N:27]2[N:26]=1.C1(OC)C=CC=CC=1.C(O)(C(F)(F)F)=O, predict the reaction product. The product is: [Cl:1][C:2]1[C:7]([N:8]2[CH2:13][CH2:12][O:11][CH:10]([C:14]([N:16]3[CH2:17][CH2:18][O:19][CH2:20][CH2:21]3)=[O:15])[CH2:9]2)=[CH:6][C:5]([C:22]#[N:23])=[CH:4][C:3]=1[NH:24][C:25]1[N:30]=[C:29]([NH:31][CH:41]2[CH2:43][CH2:42]2)[C:28]2=[N:44][CH:45]=[C:46]([C:47]#[N:48])[N:27]2[N:26]=1.